This data is from Forward reaction prediction with 1.9M reactions from USPTO patents (1976-2016). The task is: Predict the product of the given reaction. Given the reactants [Br:1][C:2]1[CH:10]=[C:9]2[C:5]([C:6]([C:11]#[N:12])=[CH:7][NH:8]2)=[CH:4][CH:3]=1.Cl[C:14]1[C:23]2[C:18](=[CH:19][CH:20]=[C:21]([Cl:24])[CH:22]=2)[N:17]=[C:16]([CH3:25])[C:15]=1[CH3:26].C(=O)([O-])[O-].[Cs+].[Cs+], predict the reaction product. The product is: [Br:1][C:2]1[CH:10]=[C:9]2[C:5]([C:6]([C:11]#[N:12])=[CH:7][N:8]2[C:14]2[C:23]3[C:18](=[CH:19][CH:20]=[C:21]([Cl:24])[CH:22]=3)[N:17]=[C:16]([CH3:25])[C:15]=2[CH3:26])=[CH:4][CH:3]=1.